Dataset: NCI-60 drug combinations with 297,098 pairs across 59 cell lines. Task: Regression. Given two drug SMILES strings and cell line genomic features, predict the synergy score measuring deviation from expected non-interaction effect. Drug 1: C1=C(C(=O)NC(=O)N1)N(CCCl)CCCl. Drug 2: CC1CCC2CC(C(=CC=CC=CC(CC(C(=O)C(C(C(=CC(C(=O)CC(OC(=O)C3CCCCN3C(=O)C(=O)C1(O2)O)C(C)CC4CCC(C(C4)OC)OCCO)C)C)O)OC)C)C)C)OC. Cell line: SR. Synergy scores: CSS=95.4, Synergy_ZIP=15.1, Synergy_Bliss=14.2, Synergy_Loewe=17.6, Synergy_HSA=20.0.